The task is: Regression/Classification. Given a drug SMILES string, predict its absorption, distribution, metabolism, or excretion properties. Task type varies by dataset: regression for continuous measurements (e.g., permeability, clearance, half-life) or binary classification for categorical outcomes (e.g., BBB penetration, CYP inhibition). For this dataset (b3db_regression), we predict Y.. This data is from Blood-brain barrier permeability regression values from the B3DB database. The molecule is CC(C)O. The Y is -0.100 log(BB ratio).